From a dataset of Catalyst prediction with 721,799 reactions and 888 catalyst types from USPTO. Predict which catalyst facilitates the given reaction. Reactant: [F:1][C:2]1[CH:7]=[CH:6][C:5]([F:8])=[CH:4][C:3]=1[C:9]1[CH2:13][N:12]([C:14](OC(C)(C)C)=O)[C@H:11]([C:21]2[CH:26]=[CH:25][CH:24]=[CH:23][CH:22]=2)[CH:10]=1.ClCCl.FC(F)(F)C(O)=O.[CH:37]([S:39]([CH3:42])(=[O:41])=[O:40])=C. Product: [F:1][C:2]1[CH:7]=[CH:6][C:5]([F:8])=[CH:4][C:3]=1[C:9]1[CH2:13][N:12]([CH2:14][CH2:37][S:39]([CH3:42])(=[O:41])=[O:40])[C@H:11]([C:21]2[CH:22]=[CH:23][CH:24]=[CH:25][CH:26]=2)[CH:10]=1. The catalyst class is: 714.